From a dataset of NCI-60 drug combinations with 297,098 pairs across 59 cell lines. Regression. Given two drug SMILES strings and cell line genomic features, predict the synergy score measuring deviation from expected non-interaction effect. (1) Drug 1: C1=C(C(=O)NC(=O)N1)N(CCCl)CCCl. Drug 2: C1CNP(=O)(OC1)N(CCCl)CCCl. Cell line: BT-549. Synergy scores: CSS=28.0, Synergy_ZIP=6.09, Synergy_Bliss=5.37, Synergy_Loewe=-4.24, Synergy_HSA=4.95. (2) Cell line: MDA-MB-231. Drug 2: CC=C1C(=O)NC(C(=O)OC2CC(=O)NC(C(=O)NC(CSSCCC=C2)C(=O)N1)C(C)C)C(C)C. Synergy scores: CSS=23.5, Synergy_ZIP=2.53, Synergy_Bliss=3.16, Synergy_Loewe=-62.0, Synergy_HSA=-2.32. Drug 1: CC1=C(C=C(C=C1)C(=O)NC2=CC(=CC(=C2)C(F)(F)F)N3C=C(N=C3)C)NC4=NC=CC(=N4)C5=CN=CC=C5.